Dataset: TCR-epitope binding with 47,182 pairs between 192 epitopes and 23,139 TCRs. Task: Binary Classification. Given a T-cell receptor sequence (or CDR3 region) and an epitope sequence, predict whether binding occurs between them. (1) The epitope is NEGVKAAW. The TCR CDR3 sequence is CASSTTMNTEAFF. Result: 0 (the TCR does not bind to the epitope). (2) The TCR CDR3 sequence is CASSPRVTNQYNEQFF. Result: 1 (the TCR binds to the epitope). The epitope is IVDTVSALV.